From a dataset of Reaction yield outcomes from USPTO patents with 853,638 reactions. Predict the reaction yield, written as a fraction of the theoretical maximum amount of product (1.0 means a 100% yield; for example, 0.34 means a 34% yield). (1) The reactants are [NH:1]1[CH2:6][CH2:5][O:4][CH2:3][CH2:2]1.[CH3:7][O:8][C:9]1[CH:16]=[CH:15][CH:14]=[CH:13][C:10]=1[CH:11]=O.C([Cl:20])(=O)C. No catalyst specified. The product is [Cl-:20].[CH3:7][O:8][C:9]1[CH:16]=[CH:15][CH:14]=[CH:13][C:10]=1[CH:11]=[N+:1]1[CH2:6][CH2:5][O:4][CH2:3][CH2:2]1. The yield is 0.380. (2) The reactants are N1C=CC=C[C:2]=1[C:7]1[CH:12]=[CH:11][CH:10]=[CH:9]N=1.[Cl:13][C:14]1[N:19]=[CH:18][C:17]2[CH:20]=[CH:21][NH:22][C:16]=2[CH:15]=1.C1(B(O)O)C=CC=CC=1.C([O-])([O-])=O.[Na+].[Na+]. The catalyst is ClC(Cl)C.CCOC(C)=O.CC([O-])=O.CC([O-])=O.[Cu+2].ClCCCl. The product is [Cl:13][C:14]1[N:19]=[CH:18][C:17]2[CH:20]=[CH:21][N:22]([C:2]3[CH:7]=[CH:12][CH:11]=[CH:10][CH:9]=3)[C:16]=2[CH:15]=1. The yield is 0.220.